Dataset: Forward reaction prediction with 1.9M reactions from USPTO patents (1976-2016). Task: Predict the product of the given reaction. (1) Given the reactants [CH2:1]([C:3]12[CH2:22][CH2:21][C:16]3([O:20][CH2:19][CH2:18][O:17]3)[CH2:15][CH:4]1[CH2:5][CH2:6][CH2:7][C:8]1[CH:13]=[C:12]([NH2:14])[CH:11]=[CH:10][C:9]=12)[CH3:2].C1C(=O)N([Br:30])C(=O)C1.C([O-])(O)=O.[Na+].CCOC(C)=O, predict the reaction product. The product is: [Br:30][C:11]1[C:12]([NH2:14])=[CH:13][C:8]2[CH2:7][CH2:6][CH2:5][CH:4]3[CH2:15][C:16]4([CH2:21][CH2:22][C:3]3([CH2:1][CH3:2])[C:9]=2[CH:10]=1)[O:17][CH2:18][CH2:19][O:20]4. (2) Given the reactants [CH3:1][O:2][C:3](=[O:17])[C@@H:4]1[CH2:8][C@H:7]([OH:9])[CH2:6][N:5]1C(OC(C)(C)C)=O.[Cl:18][C:19]1[CH:20]=[C:21](O)[CH:22]=[CH:23][C:24]=1[Cl:25], predict the reaction product. The product is: [Cl:18][C:19]1[CH:20]=[C:21]([CH:22]=[CH:23][C:24]=1[Cl:25])[O:9][C@@H:7]1[CH2:6][NH:5][C@H:4]([C:3]([O:2][CH3:1])=[O:17])[CH2:8]1. (3) Given the reactants C(OC([N:6]1[CH:11]2[CH2:12][CH2:13][CH:7]1[CH:8]=[C:9]([C:14]1[S:18][C:17]3[CH:19]=[CH:20][CH:21]=[C:22]([O:23][CH3:24])[C:16]=3[CH:15]=1)[CH2:10]2)=O)C.O.NN.[OH-].[K+].O, predict the reaction product. The product is: [CH3:24][O:23][C:22]1[C:16]2[CH:15]=[C:14]([C:9]3[CH2:10][CH:11]4[NH:6][CH:7]([CH2:13][CH2:12]4)[CH:8]=3)[S:18][C:17]=2[CH:19]=[CH:20][CH:21]=1.